Dataset: Reaction yield outcomes from USPTO patents with 853,638 reactions. Task: Predict the reaction yield, written as a fraction of the theoretical maximum amount of product (1.0 means a 100% yield; for example, 0.34 means a 34% yield). (1) The reactants are C1(C)C=CC=CC=1.N1CCCCC1.[CH3:14][N:15]1[C:24]2[C:19](=[CH:20][C:21]([CH3:38])=[C:22]([C:25]3[CH:26]=[C:27]([CH:30]=[CH:31][C:32]=3[O:33][C:34]([F:37])([F:36])[F:35])[CH:28]=O)[CH:23]=2)[C:18]([CH3:40])([CH3:39])[CH2:17][C:16]1=[O:41].[S:42]1[CH2:46][C:45](=[O:47])[NH:44][C:43]1=[O:48]. The catalyst is C(OCC)(=O)C.C(O)(=O)C. The product is [CH3:14][N:15]1[C:24]2[C:19](=[CH:20][C:21]([CH3:38])=[C:22]([C:25]3[CH:26]=[C:27]([CH:30]=[CH:31][C:32]=3[O:33][C:34]([F:35])([F:37])[F:36])[CH:28]=[C:46]3[S:42][C:43](=[O:48])[NH:44][C:45]3=[O:47])[CH:23]=2)[C:18]([CH3:39])([CH3:40])[CH2:17][C:16]1=[O:41]. The yield is 0.460. (2) The reactants are [Br:1][C:2]1[C:3](F)=[C:4]2[C:10]([NH:11][C:12]([CH:14]3[CH2:16][C:15]3([CH3:18])[CH3:17])=[O:13])=[CH:9][NH:8][C:5]2=[N:6][CH:7]=1.N1[CH2:25][CH2:24][CH2:23][C@@H:22]([NH:26][C:27](=[O:33])[O:28][C:29]([CH3:32])([CH3:31])[CH3:30])[CH2:21]1.[CH:34](O)(CC)C. No catalyst specified. The product is [Br:1][C:2]1[C:3]([CH:34]2[CH2:25][CH2:24][CH2:23][C@@H:22]([NH:26][C:27](=[O:33])[O:28][C:29]([CH3:32])([CH3:31])[CH3:30])[CH2:21]2)=[C:4]2[C:10]([NH:11][C:12]([CH:14]3[CH2:16][C:15]3([CH3:18])[CH3:17])=[O:13])=[CH:9][NH:8][C:5]2=[N:6][CH:7]=1. The yield is 0.465. (3) The reactants are [ClH:1].[I:2][C:3]1[CH:8]=[CH:7][CH:6]=[CH:5][C:4]=1[NH:9]N.Cl.O.[NH:13]1[CH2:18][CH2:17][C:16](=O)[CH2:15][CH2:14]1.Cl. The catalyst is C(O)C(F)(F)F. The product is [ClH:1].[I:2][C:3]1[C:4]2[NH:9][C:16]3[CH2:17][CH2:18][NH:13][CH2:14][C:15]=3[C:5]=2[CH:6]=[CH:7][CH:8]=1. The yield is 0.850. (4) The reactants are [N+](=[C:3]1[C:12](=[O:13])[C:11]2[C:6](=[CH:7][CH:8]=[C:9]([O:14][CH3:15])[CH:10]=2)[O:5][C:4]1([CH2:17][CH2:18][CH2:19][OH:20])[CH3:16])=[N-].N#N. The yield is 0.320. The catalyst is CC([O-])=O.CC([O-])=O.CC([O-])=O.CC([O-])=O.[Rh+2].[Rh+2].C1(C)C=CC=CC=1. The product is [CH3:15][O:14][C:9]1[CH:8]=[CH:7][C:6]2[O:5][C@@:4]3([CH3:16])[CH2:17][CH2:18][CH2:19][O:20][C@@H:3]3[C:12](=[O:13])[C:11]=2[CH:10]=1. (5) The reactants are [C:1]([C:5]1[CH:9]=[C:8]([NH2:10])[N:7]([C:11]2[CH:12]=[N:13][CH:14]=[CH:15][C:16]=2[CH3:17])[N:6]=1)([CH3:4])([CH3:3])[CH3:2].Cl[C:19]([O:21][C:22]1[CH:27]=[CH:26][CH:25]=[CH:24][CH:23]=1)=[O:20]. No catalyst specified. The product is [C:1]([C:5]1[CH:9]=[C:8]([NH:10][C:19](=[O:20])[O:21][C:22]2[CH:27]=[CH:26][CH:25]=[CH:24][CH:23]=2)[N:7]([C:11]2[CH:12]=[N:13][CH:14]=[CH:15][C:16]=2[CH3:17])[N:6]=1)([CH3:4])([CH3:3])[CH3:2]. The yield is 0.850. (6) The reactants are [CH2:1]([N:8]([CH2:29][CH3:30])[C:9](=[O:28])[CH2:10][O:11][C:12]1[CH:17]=[CH:16][C:15]([CH2:18][C@H:19]([O:25][CH2:26][CH3:27])[C:20]([O:22]CC)=[O:21])=[CH:14][CH:13]=1)[C:2]1[CH:7]=[CH:6][CH:5]=[CH:4][CH:3]=1.[Li+].[OH-].Cl. The catalyst is C(#N)C. The product is [CH2:1]([N:8]([CH2:29][CH3:30])[C:9](=[O:28])[CH2:10][O:11][C:12]1[CH:17]=[CH:16][C:15]([CH2:18][C@H:19]([O:25][CH2:26][CH3:27])[C:20]([OH:22])=[O:21])=[CH:14][CH:13]=1)[C:2]1[CH:7]=[CH:6][CH:5]=[CH:4][CH:3]=1. The yield is 0.920. (7) The reactants are C([Li])CCC.Br[C:7]1[CH:11]=[CH:10][S:9][C:8]=1[CH:12]1[O:16]CCO1.[B:17]([O-])([O-:23])[O:18]CCCC.Cl. The catalyst is CCCCCC.CCOCC. The yield is 0.500. The product is [CH:12]([C:8]1[S:9][CH:10]=[CH:11][C:7]=1[B:17]([OH:23])[OH:18])=[O:16].